From a dataset of NCI-60 drug combinations with 297,098 pairs across 59 cell lines. Regression. Given two drug SMILES strings and cell line genomic features, predict the synergy score measuring deviation from expected non-interaction effect. Drug 1: CC1C(C(CC(O1)OC2CC(CC3=C2C(=C4C(=C3O)C(=O)C5=C(C4=O)C(=CC=C5)OC)O)(C(=O)C)O)N)O.Cl. Drug 2: CS(=O)(=O)OCCCCOS(=O)(=O)C. Cell line: NCIH23. Synergy scores: CSS=36.1, Synergy_ZIP=1.37, Synergy_Bliss=5.09, Synergy_Loewe=-11.3, Synergy_HSA=5.69.